This data is from Full USPTO retrosynthesis dataset with 1.9M reactions from patents (1976-2016). The task is: Predict the reactants needed to synthesize the given product. (1) The reactants are: [CH2:1]([CH:5]1[CH2:9][O:8][C:7](=[O:10])[CH2:6]1)[CH:2](C)C.[C:11](OC(=O)CC(CC(C)C)C(O)=O)(C)(C)C.CO. Given the product [CH:1]([CH:5]1[CH2:9][O:8][C:7](=[O:10])[CH2:6]1)([CH3:2])[CH3:11], predict the reactants needed to synthesize it. (2) Given the product [Cl:1][C:2]1[C:3]([F:22])=[CH:4][CH:5]=[C:6]2[C:11]=1[O:10][C:9]([CH3:12])([CH3:13])[CH2:8][C@H:7]2[NH2:14], predict the reactants needed to synthesize it. The reactants are: [Cl:1][C:2]1[C:3]([F:22])=[CH:4][CH:5]=[C:6]2[C:11]=1[O:10][C:9]([CH3:13])([CH3:12])[CH2:8][C@H:7]2[NH:14]C(=O)OC(C)(C)C.CO.Cl. (3) Given the product [F:14][C:15]1[CH:20]=[CH:19][C:18]([S:21][C:2]2[N:3]=[C:4]([OH:12])[C:5]3[C:10]([CH:11]=2)=[CH:9][CH:8]=[CH:7][CH:6]=3)=[CH:17][CH:16]=1, predict the reactants needed to synthesize it. The reactants are: Cl[C:2]1[N:3]=[C:4]([O:12]C)[C:5]2[C:10]([CH:11]=1)=[CH:9][CH:8]=[CH:7][CH:6]=2.[F:14][C:15]1[CH:20]=[CH:19][C:18]([SH:21])=[CH:17][CH:16]=1.C([O-])([O-])=O.[Cs+].[Cs+].